This data is from Catalyst prediction with 721,799 reactions and 888 catalyst types from USPTO. The task is: Predict which catalyst facilitates the given reaction. (1) Reactant: [NH2:1][CH2:2][CH:3]1[CH:8]([OH:9])[CH2:7][CH2:6][N:5]([CH2:10][C:11]2[CH:16]=[CH:15][CH:14]=[CH:13][CH:12]=2)[CH2:4]1.[C:17](O[C:17]([O:19][C:20]([CH3:23])([CH3:22])[CH3:21])=[O:18])([O:19][C:20]([CH3:23])([CH3:22])[CH3:21])=[O:18]. Product: [OH:9][CH:8]1[CH2:7][CH2:6][N:5]([CH2:10][C:11]2[CH:16]=[CH:15][CH:14]=[CH:13][CH:12]=2)[CH2:4][CH:3]1[CH2:2][NH:1][C:17](=[O:18])[O:19][C:20]([CH3:23])([CH3:22])[CH3:21]. The catalyst class is: 4. (2) Reactant: [C:1](=O)([O-])[O-].[Cs+].[Cs+].[CH2:7]([C:9]1[CH:14]=[CH:13][C:12]([OH:15])=[C:11]([C:16]2[O:17][CH:18]=[CH:19][N:20]=2)[CH:10]=1)[CH3:8].[CH3:21][O:22][C:23](=[O:42])[CH2:24][CH2:25][C:26]1[CH:31]=[CH:30][C:29]([O:32][CH2:33][CH2:34][C@@H:35](OS(C)(=O)=O)[CH3:36])=[CH:28][CH:27]=1. Product: [CH3:21][O:22][C:23](=[O:42])[CH2:24][CH2:25][C:26]1[CH:31]=[CH:30][C:29]([O:32][CH2:33][CH2:34][C@@H:35]([O:15][C:12]2[CH:13]=[CH:14][C:9]([CH2:7][CH3:8])=[CH:10][C:11]=2[C:16]2[O:17][CH:18]=[CH:19][N:20]=2)[CH3:36])=[CH:28][C:27]=1[CH3:1]. The catalyst class is: 3. (3) Reactant: [CH:1]1([CH:7]([NH:21][C:22]2[CH:30]=[CH:29][C:25]([C:26]([OH:28])=O)=[CH:24][CH:23]=2)[C:8]2[CH:12]=[C:11]([C:13]3[CH:14]=[N:15][CH:16]=[C:17](C)[CH:18]=3)[O:10][C:9]=2[CH3:20])[CH2:6][CH2:5][CH2:4][CH2:3][CH2:2]1.[CH3:31][NH:32][CH2:33][CH2:34][C:35]([O:37]CC)=[O:36].Cl.C(N=C=NCCCN(C)C)C.O.[OH:53][C:54]1C2N=NNC=2C=CC=1. Product: [CH:1]1([CH:7]([NH:21][C:22]2[CH:30]=[CH:29][C:25]([C:26]([N:32]([CH3:31])[CH2:33][CH2:34][C:35]([OH:37])=[O:36])=[O:28])=[CH:24][CH:23]=2)[C:8]2[CH:12]=[C:11]([C:13]3[CH:14]=[N:15][CH:16]=[C:17]([O:53][CH3:54])[CH:18]=3)[O:10][C:9]=2[CH3:20])[CH2:2][CH2:3][CH2:4][CH2:5][CH2:6]1. The catalyst class is: 842. (4) Reactant: [C:1]([O:5][C:6]([N:8]1[CH2:13][CH2:12][CH:11]([N:14]2[C:18]3[N:19]=[C:20]([O:24][CH3:25])[NH:21][C:22](=O)[C:17]=3[CH:16]=[N:15]2)[CH2:10][CH2:9]1)=[O:7])([CH3:4])([CH3:3])[CH3:2].P(Cl)(Cl)([Cl:28])=O. Product: [C:1]([O:5][C:6]([N:8]1[CH2:13][CH2:12][CH:11]([N:14]2[C:18]3=[N:19][C:20]([O:24][CH3:25])=[N:21][C:22]([Cl:28])=[C:17]3[CH:16]=[N:15]2)[CH2:10][CH2:9]1)=[O:7])([CH3:4])([CH3:3])[CH3:2]. The catalyst class is: 9. (5) Reactant: Br[CH2:2][C:3]1[C:12]([O:13][CH3:14])=[C:11]2[O:15][C:16]([CH3:19])([CH3:18])[CH2:17][C:10]2=[C:9]2[C:4]=1[CH2:5][C:6]([CH3:27])([CH3:26])[N:7]=[C:8]2[C:20]1[CH:25]=[CH:24][CH:23]=[CH:22][CH:21]=1.C(=O)([O-])[O-:29].[Ca+2]. Product: [CH3:14][O:13][C:12]1[C:11]2[O:15][C:16]([CH3:18])([CH3:19])[CH2:17][C:10]=2[C:9]2[C:8]([C:20]3[CH:25]=[CH:24][CH:23]=[CH:22][CH:21]=3)=[N:7][C:6]([CH3:26])([CH3:27])[CH2:5][C:4]=2[C:3]=1[CH2:2][OH:29]. The catalyst class is: 38. (6) Reactant: [CH3:1][C:2]1[CH:7]=[CH:6][C:5]([S:8]([O:11][CH2:12][C@H:13]([F:27])[CH2:14][CH2:15]OS(C2C=CC(C)=CC=2)(=O)=O)(=[O:10])=[O:9])=[CH:4][CH:3]=1.[C-:28]#[N:29].[K+]. Product: [CH3:1][C:2]1[CH:3]=[CH:4][C:5]([S:8]([O:11][CH2:12][C@H:13]([F:27])[CH2:14][CH2:15][C:28]#[N:29])(=[O:9])=[O:10])=[CH:6][CH:7]=1. The catalyst class is: 31. (7) Reactant: [CH3:1][N:2]1[CH2:7][CH2:6][N:5]([CH:8]([C:12]2[CH:17]=[CH:16][CH:15]=[C:14]([O:18][C:19]([F:22])([F:21])[F:20])[CH:13]=2)[C:9](O)=[O:10])[CH2:4][CH2:3]1.C1C=CC2N(O)N=NC=2C=1.O.C1CCC(N=C=NC2CCCCC2)CC1.[F:49][C:50]([F:64])([F:63])[C:51]1[CH:52]=[C:53]([NH:61][NH2:62])[CH:54]=[C:55]([C:57]([F:60])([F:59])[F:58])[CH:56]=1. Product: [F:49][C:50]([F:63])([F:64])[C:51]1[CH:52]=[C:53]([NH:61][NH:62][C:9](=[O:10])[CH:8]([N:5]2[CH2:6][CH2:7][N:2]([CH3:1])[CH2:3][CH2:4]2)[C:12]2[CH:17]=[CH:16][CH:15]=[C:14]([O:18][C:19]([F:20])([F:21])[F:22])[CH:13]=2)[CH:54]=[C:55]([C:57]([F:60])([F:58])[F:59])[CH:56]=1. The catalyst class is: 2. (8) Reactant: C(N(S(F)(F)[F:7])CC)C.O[CH2:11][C:12]1[O:16][N:15]=[C:14]([C:17]([O:19][CH2:20][CH3:21])=[O:18])[CH:13]=1.O.C(=O)(O)[O-].[Na+]. Product: [F:7][CH2:11][C:12]1[O:16][N:15]=[C:14]([C:17]([O:19][CH2:20][CH3:21])=[O:18])[CH:13]=1. The catalyst class is: 2. (9) The catalyst class is: 2. Reactant: Cl.[NH2:2][CH2:3][C:4]([CH3:7])([SH:6])[CH3:5].C(N(CC)CC)C.[C:15]1(=[O:21])[O:20][C:18](=[O:19])[CH2:17][CH2:16]1. Product: [CH3:5][C:4]([SH:6])([CH3:7])[CH2:3][NH:2][C:15]([CH2:16][CH2:17][C:18]([OH:20])=[O:19])=[O:21].